From a dataset of Full USPTO retrosynthesis dataset with 1.9M reactions from patents (1976-2016). Predict the reactants needed to synthesize the given product. Given the product [CH3:24][C:21]1([CH3:25])[C:16]2[C:15]3[N:14]([C:13](=[O:26])[C:12](=[O:27])[N:11]([CH2:10][C@@H:4]([OH:5])[C@H:3]([OH:7])[CH2:2][OH:1])[C:20]=3[CH:19]=[CH:18][CH:17]=2)[CH2:23][CH2:22]1, predict the reactants needed to synthesize it. The reactants are: [OH:1][CH2:2][C@@H:3]1[O:7]C(C)(C)[O:5][C@H:4]1[CH2:10][N:11]1[C:20]2[CH:19]=[CH:18][CH:17]=[C:16]3[C:21]([CH3:25])([CH3:24])[CH2:22][CH2:23][N:14]([C:15]=23)[C:13](=[O:26])[C:12]1=[O:27].